From a dataset of Reaction yield outcomes from USPTO patents with 853,638 reactions. Predict the reaction yield, written as a fraction of the theoretical maximum amount of product (1.0 means a 100% yield; for example, 0.34 means a 34% yield). (1) The product is [CH2:1]([C:3]1[C:4](=[O:18])[N:5]=[C:6]([CH2:9][CH2:10][C:11]2[CH:12]=[CH:13][C:14]([F:17])=[CH:15][CH:16]=2)[N:7]([CH2:20][C:21]([O:23][C:24]([CH3:27])([CH3:26])[CH3:25])=[O:22])[CH:8]=1)[CH3:2]. The yield is 0.790. The reactants are [CH2:1]([C:3]1[C:4](=[O:18])[N:5]=[C:6]([CH2:9][CH2:10][C:11]2[CH:16]=[CH:15][C:14]([F:17])=[CH:13][CH:12]=2)[NH:7][CH:8]=1)[CH3:2].I[CH2:20][C:21]([O:23][C:24]([CH3:27])([CH3:26])[CH3:25])=[O:22].C(N(C(C)C)CC)(C)C. The catalyst is ClCCl. (2) The reactants are [H-].[Na+].C(O[C:6](=O)[CH2:7][C@@H:8]([N:10]([CH2:17][C:18]1[CH:23]=[CH:22][CH:21]=[CH:20][CH:19]=1)[CH2:11][C:12]([O:14]CC)=O)C)C.[CH3:25]CO. The catalyst is C1(C)C=CC=CC=1.CCOC(C)=O.Cl. The product is [CH2:17]([N:10]1[CH2:8][C@@H:7]([CH3:6])[CH2:25][C:12](=[O:14])[CH2:11]1)[C:18]1[CH:19]=[CH:20][CH:21]=[CH:22][CH:23]=1. The yield is 0.430. (3) The reactants are Br[C:2]1[C:3]2[C:4]3[CH:18]=[CH:17][S:16][C:5]=3[C:6](=[O:15])[NH:7][C:8]=2[C:9]([CH3:14])=[CH:10][C:11]=1[O:12][CH3:13].[F:19][C:20]1[CH:25]=[C:24](B2OC(C)(C)C(C)(C)O2)[CH:23]=[CH:22][C:21]=1[C@@H:35]([CH3:46])[CH2:36][N:37]([CH3:45])[C:38](=[O:44])[O:39][C:40]([CH3:43])([CH3:42])[CH3:41]. No catalyst specified. The product is [F:19][C:20]1[CH:25]=[C:24]([C:2]2[C:3]3[C:4]4[CH:18]=[CH:17][S:16][C:5]=4[C:6](=[O:15])[NH:7][C:8]=3[C:9]([CH3:14])=[CH:10][C:11]=2[O:12][CH3:13])[CH:23]=[CH:22][C:21]=1[C@@H:35]([CH3:46])[CH2:36][N:37]([CH3:45])[C:38](=[O:44])[O:39][C:40]([CH3:41])([CH3:43])[CH3:42]. The yield is 0.360.